Dataset: Forward reaction prediction with 1.9M reactions from USPTO patents (1976-2016). Task: Predict the product of the given reaction. (1) Given the reactants [Cl:1][C:2]1[CH:3]=[CH:4][C:5]([O:18][CH2:19][C:20]2[CH:25]=[CH:24][CH:23]=[CH:22][CH:21]=2)=[C:6]([CH2:8][N:9]2[C:13]([CH3:14])=[CH:12][C:11]([C:15](O)=[O:16])=[N:10]2)[CH:7]=1.[CH:26]([NH2:29])([CH3:28])[CH3:27].ON1C2C=CC=CC=2N=N1.CN(C)CCCN=C=NCC, predict the reaction product. The product is: [Cl:1][C:2]1[CH:3]=[CH:4][C:5]([O:18][CH2:19][C:20]2[CH:25]=[CH:24][CH:23]=[CH:22][CH:21]=2)=[C:6]([CH2:8][N:9]2[C:13]([CH3:14])=[CH:12][C:11]([C:15]([NH:29][CH:26]([CH3:28])[CH3:27])=[O:16])=[N:10]2)[CH:7]=1. (2) Given the reactants Cl[C:2]1[C:11]2[CH2:10][CH2:9][CH2:8][CH2:7][C:6]=2[N:5]=[C:4]([O:12][CH2:13][C:14]2[CH:19]=[CH:18][CH:17]=[CH:16][N:15]=2)[CH:3]=1.F[C:21]1[N:26]=[CH:25][C:24]([Sn](C)(C)C)=[CH:23][N:22]=1.[Li+].[Cl-].[CH3:33][N:34](C=O)[CH3:35], predict the reaction product. The product is: [CH3:33][N:34]([CH3:35])[C:21]1[N:26]=[CH:25][C:24]([C:2]2[C:11]3[CH2:10][CH2:9][CH2:8][CH2:7][C:6]=3[N:5]=[C:4]([O:12][CH2:13][C:14]3[CH:19]=[CH:18][CH:17]=[CH:16][N:15]=3)[CH:3]=2)=[CH:23][N:22]=1. (3) The product is: [CH2:18]([O:5][C:6]1[CH:7]=[C:8]([CH:14]=[C:15]([CH3:17])[CH:16]=1)[C:9]([O:11][CH2:12][CH3:13])=[O:10])[CH3:19]. Given the reactants N#N.[H-].[Na+].[OH:5][C:6]1[CH:7]=[C:8]([CH:14]=[C:15]([CH3:17])[CH:16]=1)[C:9]([O:11][CH2:12][CH3:13])=[O:10].[CH2:18](I)[CH3:19], predict the reaction product. (4) Given the reactants C(=O)([O-])[O-].[K+].[K+].[CH2:7](Cl)[C:8]1[CH:13]=[CH:12][CH:11]=[CH:10][CH:9]=1.[CH2:15]([O:17][CH2:18][CH2:19][O:20][C:21]1[CH:28]=[CH:27][C:24]([CH:25]=[O:26])=[CH:23][C:22]=1[OH:29])[CH3:16], predict the reaction product. The product is: [CH2:7]([O:29][C:22]1[CH:23]=[C:24]([CH:27]=[CH:28][C:21]=1[O:20][CH2:19][CH2:18][O:17][CH2:15][CH3:16])[CH:25]=[O:26])[C:8]1[CH:13]=[CH:12][CH:11]=[CH:10][CH:9]=1. (5) Given the reactants Cl.[S:2]([N:12]1[CH2:18][CH2:17][CH2:16][C:15](=[O:19])[C:14]2[CH:20]=[CH:21][CH:22]=[CH:23][C:13]1=2)([C:5]1[CH:11]=[CH:10][C:8]([CH3:9])=[CH:7][CH:6]=1)(=[O:4])=[O:3].[N:24](OCCC(C)C)=[O:25], predict the reaction product. The product is: [OH:25][N:24]=[C:16]1[CH2:17][CH2:18][N:12]([S:2]([C:5]2[CH:11]=[CH:10][C:8]([CH3:9])=[CH:7][CH:6]=2)(=[O:3])=[O:4])[C:13]2[CH:23]=[CH:22][CH:21]=[CH:20][C:14]=2[C:15]1=[O:19]. (6) Given the reactants [Cl:1][C:2]1[CH:3]=[CH:4][C:5]([S:27]([CH2:30][CH3:31])(=[O:29])=[O:28])=[C:6]([CH2:8][NH:9][C:10](=[O:26])[C:11]2[CH:16]=[C:15]([C:17]([F:20])([F:19])[F:18])[C:14]([CH:21]=O)=[C:13]([CH:23]3[CH2:25][CH2:24]3)[CH:12]=2)[CH:7]=1.[CH3:32][N:33]([C@H:41]1[CH2:46][CH2:45][CH2:44][NH:43][CH2:42]1)C(=O)OC(C)(C)C, predict the reaction product. The product is: [Cl:1][C:2]1[CH:3]=[CH:4][C:5]([S:27]([CH2:30][CH3:31])(=[O:29])=[O:28])=[C:6]([CH2:8][NH:9][C:10](=[O:26])[C:11]2[CH:16]=[C:15]([C:17]([F:20])([F:19])[F:18])[C:14]([CH2:21][N:43]3[CH2:44][CH2:45][CH2:46][C@H:41]([NH:33][CH3:32])[CH2:42]3)=[C:13]([CH:23]3[CH2:25][CH2:24]3)[CH:12]=2)[CH:7]=1. (7) The product is: [C:42]([Si:39]([CH3:41])([CH3:40])[O:38][CH2:37][CH2:36][N:11]1[C:12]2[C:17](=[CH:16][C:15]([C:19]([N:21]3[CH2:25][CH2:24][CH2:23][C@H:22]3[CH2:26][N:27]3[CH2:31][CH2:30][CH2:29][CH2:28]3)=[O:20])=[CH:14][CH:13]=2)[CH:18]=[C:10]1[C:8]([N:5]1[CH2:6][CH2:7][C:2]([F:1])([F:32])[CH2:3][CH2:4]1)=[O:9])([CH3:45])([CH3:44])[CH3:43]. Given the reactants [F:1][C:2]1([F:32])[CH2:7][CH2:6][N:5]([C:8]([C:10]2[NH:11][C:12]3[C:17]([CH:18]=2)=[CH:16][C:15]([C:19]([N:21]2[CH2:25][CH2:24][CH2:23][C@H:22]2[CH2:26][N:27]2[CH2:31][CH2:30][CH2:29][CH2:28]2)=[O:20])=[CH:14][CH:13]=3)=[O:9])[CH2:4][CH2:3]1.[H-].[Na+].Br[CH2:36][CH2:37][O:38][Si:39]([C:42]([CH3:45])([CH3:44])[CH3:43])([CH3:41])[CH3:40], predict the reaction product. (8) Given the reactants [C:1]([C:3]1[C:11]2[C:6](=[CH:7][CH:8]=[CH:9][CH:10]=2)[NH:5][CH:4]=1)#[N:2].[CH2:12]1N2CCN(CC2)C1, predict the reaction product. The product is: [C:1]([C:3]1[C:11]2[C:6](=[CH:7][CH:8]=[CH:9][CH:10]=2)[N:5]([CH3:12])[CH:4]=1)#[N:2]. (9) Given the reactants [Cl:1][C:2]1[CH:11]=[CH:10][C:5]([C:6]([NH:8][NH2:9])=[O:7])=[CH:4][N:3]=1.[CH3:12][O:13][CH2:14][C:15](Cl)=[O:16], predict the reaction product. The product is: [Cl:1][C:2]1[CH:11]=[CH:10][C:5]([C:6]([N:8]([C:15](=[O:16])[CH2:14][O:13][CH3:12])[NH2:9])=[O:7])=[CH:4][N:3]=1.